Dataset: Full USPTO retrosynthesis dataset with 1.9M reactions from patents (1976-2016). Task: Predict the reactants needed to synthesize the given product. Given the product [CH3:19][CH:6]1[C:2](=[O:1])[CH2:3][CH2:4][N:5]1[C:7]([O:9][C:10]([CH3:11])([CH3:12])[CH3:13])=[O:8], predict the reactants needed to synthesize it. The reactants are: [O:1]=[C:2]1[CH2:6][N:5]([C:7]([O:9][C:10]([CH3:13])([CH3:12])[CH3:11])=[O:8])[CH2:4][CH:3]1C(OCC)=O.[C:19](=O)=O.CC(C)=O.C([N-]C(C)C)(C)C.[Li+].IC.[Cl-].[Na+].